This data is from Full USPTO retrosynthesis dataset with 1.9M reactions from patents (1976-2016). The task is: Predict the reactants needed to synthesize the given product. (1) Given the product [Br:1][C:2]1[CH:10]=[CH:9][CH:8]=[C:7]([O:11][CH3:12])[C:3]=1[C:4]([O:6][CH3:13])=[O:5], predict the reactants needed to synthesize it. The reactants are: [Br:1][C:2]1[CH:10]=[CH:9][CH:8]=[C:7]([O:11][CH3:12])[C:3]=1[C:4]([OH:6])=[O:5].[C:13]([O-])([O-])=O.[K+].[K+].CI. (2) Given the product [F:30][C:29]([F:32])([F:31])[S:26]([O:1][C:2]1[CH:3]=[C:4]([NH:11][C:12]([O:13][C:14]([CH3:15])([CH3:17])[CH3:16])=[O:18])[C:5]2[N:6]([N:8]=[CH:9][CH:10]=2)[CH:7]=1)(=[O:28])=[O:27], predict the reactants needed to synthesize it. The reactants are: [OH:1][C:2]1[CH:3]=[C:4]([NH:11][C:12](=[O:18])[O:13][C:14]([CH3:17])([CH3:16])[CH3:15])[C:5]2[N:6]([N:8]=[CH:9][CH:10]=2)[CH:7]=1.C1C=CC(N([S:26]([C:29]([F:32])([F:31])[F:30])(=[O:28])=[O:27])[S:26]([C:29]([F:32])([F:31])[F:30])(=[O:28])=[O:27])=CC=1.C(N(CC)CC)C. (3) Given the product [OH:16][CH:15]([CH3:17])[C:14]([N:4]1[CH2:5][CH2:6][N:1]([C:7]([O:9][C:10]([CH3:13])([CH3:12])[CH3:11])=[O:8])[CH2:2][CH2:3]1)=[O:18], predict the reactants needed to synthesize it. The reactants are: [N:1]1([C:7]([O:9][C:10]([CH3:13])([CH3:12])[CH3:11])=[O:8])[CH2:6][CH2:5][NH:4][CH2:3][CH2:2]1.[C:14](O)(=[O:18])[C@H:15]([CH3:17])[OH:16].CN(C(ON1N=NC2C=CC=CC1=2)=[N+](C)C)C.F[P-](F)(F)(F)(F)F. (4) Given the product [C:54]1([C:50]2[CH:51]=[CH:52][CH:53]=[C:44]([C:38]3[CH:39]=[CH:40][CH:41]=[CH:42][CH:43]=3)[C:45]=2[O:46][P:47]2[O:29][C:16]3[C:17]([C:25]([CH3:28])([CH3:27])[CH3:26])=[CH:18][C:19]([C:21]([CH3:24])([CH3:23])[CH3:22])=[CH:20][C:15]=3[C:7]3[CH:8]=[C:9]([C:11]([CH3:14])([CH3:13])[CH3:12])[CH:10]=[C:5]([C:1]([CH3:2])([CH3:3])[CH3:4])[C:6]=3[O:30]2)[CH:55]=[CH:56][CH:57]=[CH:58][CH:59]=1, predict the reactants needed to synthesize it. The reactants are: [C:1]([C:5]1[CH:10]=[C:9]([C:11]([CH3:14])([CH3:13])[CH3:12])[CH:8]=[C:7]([C:15]2[C:16]([OH:29])=[C:17]([C:25]([CH3:28])([CH3:27])[CH3:26])[CH:18]=[C:19]([C:21]([CH3:24])([CH3:23])[CH3:22])[CH:20]=2)[C:6]=1[OH:30])([CH3:4])([CH3:3])[CH3:2].C(N(CC)CC)C.[C:38]1([C:44]2[CH:53]=[CH:52][CH:51]=[C:50]([C:54]3[CH:59]=[CH:58][CH:57]=[CH:56][CH:55]=3)[C:45]=2[O:46][P:47](Cl)Cl)[CH:43]=[CH:42][CH:41]=[CH:40][CH:39]=1. (5) Given the product [F:2][C:3]1[CH:23]=[C:22]([S:24]([CH3:27])(=[O:25])=[O:26])[CH:21]=[CH:20][C:4]=1[O:5][C:6]1[N:7]=[CH:8][N:9]=[C:10]([O:13][CH:14]2[CH2:19][CH2:18][N:17]([CH2:29][C:30](=[O:33])[CH2:31][CH3:32])[CH2:16][CH2:15]2)[C:11]=1[CH3:12], predict the reactants needed to synthesize it. The reactants are: Cl.[F:2][C:3]1[CH:23]=[C:22]([S:24]([CH3:27])(=[O:26])=[O:25])[CH:21]=[CH:20][C:4]=1[O:5][C:6]1[C:11]([CH3:12])=[C:10]([O:13][CH:14]2[CH2:19][CH2:18][NH:17][CH2:16][CH2:15]2)[N:9]=[CH:8][N:7]=1.Br[CH2:29][C:30](=[O:33])[CH2:31][CH3:32].C(N(CC)CC)C. (6) Given the product [F:1][C:2]1[CH:7]=[CH:6][C:5]([NH:8][C:9]2[N:14]3[N:15]=[CH:16][C:17]([C:18]([NH:42][S:39]([CH2:37][CH3:38])(=[O:41])=[O:40])=[O:19])=[C:13]3[N:12]=[CH:11][C:10]=2[C:21]([N:23]2[CH2:24][CH2:25][CH:26]([C:29]3[CH:34]=[CH:33][C:32]([F:35])=[CH:31][CH:30]=3)[CH2:27][CH2:28]2)=[O:22])=[CH:4][C:3]=1[CH3:36], predict the reactants needed to synthesize it. The reactants are: [F:1][C:2]1[CH:7]=[CH:6][C:5]([NH:8][C:9]2[N:14]3[N:15]=[CH:16][C:17]([C:18](O)=[O:19])=[C:13]3[N:12]=[CH:11][C:10]=2[C:21]([N:23]2[CH2:28][CH2:27][CH:26]([C:29]3[CH:34]=[CH:33][C:32]([F:35])=[CH:31][CH:30]=3)[CH2:25][CH2:24]2)=[O:22])=[CH:4][C:3]=1[CH3:36].[CH2:37]([S:39]([NH2:42])(=[O:41])=[O:40])[CH3:38]. (7) The reactants are: [Br:1][C:2]1[C:3]([O:21][CH3:22])=[C:4]([C:10]([CH2:13][S:14][C:15]2[CH:20]=[CH:19][CH:18]=[CH:17][CH:16]=2)=[CH:11][CH:12]=1)[C:5]([O:7][CH2:8]C)=[O:6].BrC1C(OC)=C(C(CBr)=CC=1)C(OC)=O.[Cl:38]C1C=C(S)C=CC=1. Given the product [Br:1][C:2]1[C:3]([O:21][CH3:22])=[C:4]([C:10]([CH2:13][S:14][C:15]2[CH:20]=[CH:19][CH:18]=[C:17]([Cl:38])[CH:16]=2)=[CH:11][CH:12]=1)[C:5]([O:7][CH3:8])=[O:6], predict the reactants needed to synthesize it. (8) The reactants are: [F:1][C:2]([F:7])([F:6])[C:3]([OH:5])=[O:4].FC(F)(F)C(O)=O.[NH2:15][CH2:16][C@H:17]1[CH2:22][CH2:21][C@H:20]([N:23]2[C:27]3=[C:28]4[S:34][CH:33]=[CH:32][C:29]4=[N:30][CH:31]=[C:26]3[N:25]=[C:24]2[C@H:35]([OH:37])[CH3:36])[CH2:19][CH2:18]1.C(N(CC)CC)C.[CH3:45][N:46]([CH3:50])[C:47](Cl)=[O:48]. Given the product [OH:37][C@@H:35]([C:24]1[N:23]([C@H:20]2[CH2:21][CH2:22][C@H:17]([CH2:16][NH:15][C:47](=[O:48])[N:46]([CH3:50])[CH3:45])[CH2:18][CH2:19]2)[C:27]2=[C:28]3[S:34][CH:33]=[CH:32][C:29]3=[N:30][CH:31]=[C:26]2[N:25]=1)[CH3:36].[C:3]([OH:5])([C:2]([F:7])([F:6])[F:1])=[O:4], predict the reactants needed to synthesize it. (9) The reactants are: [N+:1]([C:4]1[CH:13]=[CH:12][C:7]([CH:8]=[CH:9][CH:10]=O)=[CH:6][CH:5]=1)([O-:3])=[O:2].[C:14]([CH2:16][C:17]([N-:19][CH2:20][C:21]1[CH:26]=[CH:25][C:24]([OH:27])=[C:23]([OH:28])[CH:22]=1)=[O:18])#[N:15]. Given the product [OH:28][C:23]1[CH:22]=[C:21]([CH:26]=[CH:25][C:24]=1[OH:27])[CH2:20][NH:19][C:17](/[C:16](=[CH:10]/[CH:9]=[CH:8]/[C:7]1[CH:12]=[CH:13][C:4]([N+:1]([O-:3])=[O:2])=[CH:5][CH:6]=1)/[C:14]#[N:15])=[O:18], predict the reactants needed to synthesize it. (10) Given the product [Cl:3][CH2:18][CH2:17][CH2:16][CH2:15][CH2:14][NH:13][C:10]1[C:9]([N+:20]([O-:22])=[O:21])=[C:8]([O:23][C:24]2[CH:29]=[CH:28][CH:27]=[CH:26][CH:25]=2)[N:7]=[C:6]([CH3:5])[C:11]=1[CH3:12], predict the reactants needed to synthesize it. The reactants are: S(Cl)([Cl:3])=O.[CH3:5][C:6]1[C:11]([CH3:12])=[C:10]([NH:13][CH2:14][CH2:15][CH2:16][CH2:17][CH2:18]O)[C:9]([N+:20]([O-:22])=[O:21])=[C:8]([O:23][C:24]2[CH:29]=[CH:28][CH:27]=[CH:26][CH:25]=2)[N:7]=1.